This data is from Catalyst prediction with 721,799 reactions and 888 catalyst types from USPTO. The task is: Predict which catalyst facilitates the given reaction. (1) Reactant: Cl[CH:2]([C:18]([O:20][CH3:21])=[O:19])[CH2:3][C:4]1[CH:14]=[CH:13][C:7]([C:8]([O:10]CC)=[O:9])=[CH:6][C:5]=1[N+:15]([O-:17])=[O:16].[CH2:22](N(CC)CC)[CH3:23]. Product: [CH2:22]([C:6]1[C:5]([N+:15]([O-:17])=[O:16])=[C:4]([CH:3]=[CH:2][C:18]([O:20][CH3:21])=[O:19])[CH:14]=[CH:13][C:7]=1[C:8]([OH:10])=[O:9])[CH3:23]. The catalyst class is: 7. (2) Reactant: [CH2:1]([O:8][C:9]1[C:10]([CH2:23][CH2:24][CH2:25][CH2:26][CH2:27][CH2:28][CH2:29][CH2:30][CH2:31][CH2:32][O:33][CH2:34][O:35][CH3:36])=[N:11][C:12]([N:16]2C(C)=CC=C2C)=[CH:13][C:14]=1[CH3:15])[C:2]1[CH:7]=[CH:6][CH:5]=[CH:4][CH:3]=1.Cl.NO.[OH-].[K+].O. Product: [CH2:1]([O:8][C:9]1[C:14]([CH3:15])=[CH:13][C:12]([NH2:16])=[N:11][C:10]=1[CH2:23][CH2:24][CH2:25][CH2:26][CH2:27][CH2:28][CH2:29][CH2:30][CH2:31][CH2:32][O:33][CH2:34][O:35][CH3:36])[C:2]1[CH:3]=[CH:4][CH:5]=[CH:6][CH:7]=1. The catalyst class is: 40. (3) Reactant: [O:1]1[CH:5]=[CH:4][N:3]=[C:2]1[C:6]1[C:11]([C:12]2[CH:17]=[CH:16][N:15]=[CH:14][CH:13]=2)=[CH:10][C:9]([NH2:18])=[C:8]([NH2:19])[N:7]=1.[CH2:20](OC(OCC)OCC)C.[OH-].[Na+].C(OCC)(=O)C. Product: [O:1]1[CH:5]=[CH:4][N:3]=[C:2]1[C:6]1[N:7]=[C:8]2[NH:19][CH:20]=[N:18][C:9]2=[CH:10][C:11]=1[C:12]1[CH:17]=[CH:16][N:15]=[CH:14][CH:13]=1. The catalyst class is: 15.